This data is from Forward reaction prediction with 1.9M reactions from USPTO patents (1976-2016). The task is: Predict the product of the given reaction. Given the reactants [C:1]([C:3]1[CH:8]=[CH:7][C:6]([NH:9][CH:10]([C:15]2[CH:20]=[C:19](O)[CH:18]=[C:17]([O:22][CH2:23][CH3:24])[CH:16]=2)[C:11]([O:13][CH3:14])=[O:12])=[CH:5][CH:4]=1)#[N:2].[S:25]1[CH:29]=[CH:28][CH:27]=[C:26]1B(O)O, predict the reaction product. The product is: [C:1]([C:3]1[CH:4]=[CH:5][C:6]([NH:9][CH:10]([C:15]2[CH:20]=[C:19]([C:26]3[S:25][CH:29]=[CH:28][CH:27]=3)[CH:18]=[C:17]([O:22][CH2:23][CH3:24])[CH:16]=2)[C:11]([O:13][CH3:14])=[O:12])=[CH:7][CH:8]=1)#[N:2].